From a dataset of Catalyst prediction with 721,799 reactions and 888 catalyst types from USPTO. Predict which catalyst facilitates the given reaction. Reactant: [OH-].[Na+].[NH:3]([C:5]1[CH:10]=[CH:9][C:8]([S:11]([OH:14])(=[O:13])=[O:12])=[CH:7][CH:6]=1)[NH2:4].[C:15]([C:18]1[CH:23]=[CH:22][CH:21]=[CH:20][CH:19]=1)(=O)[CH3:16]. Product: [C:18]1(/[C:15](=[N:4]/[NH:3][C:5]2[CH:10]=[CH:9][C:8]([S:11]([OH:14])(=[O:12])=[O:13])=[CH:7][CH:6]=2)/[CH3:16])[CH:23]=[CH:22][CH:21]=[CH:20][CH:19]=1. The catalyst class is: 6.